Dataset: Full USPTO retrosynthesis dataset with 1.9M reactions from patents (1976-2016). Task: Predict the reactants needed to synthesize the given product. (1) Given the product [C:1]([C:5]([C:8]([C:11]([C:14]([C:17]([C:20]([C:23]([CH2:26][CH2:27][CH2:28][CH2:29][CH2:30][CH2:31][CH2:32][CH2:33][CH2:34][CH2:35][CH2:36][Br:38])([F:25])[F:24])([F:22])[F:21])([F:19])[F:18])([F:16])[F:15])([F:13])[F:12])([F:10])[F:9])([F:7])[F:6])([F:4])([F:3])[F:2], predict the reactants needed to synthesize it. The reactants are: [C:1]([C:5]([C:8]([C:11]([C:14]([C:17]([C:20]([C:23]([CH2:26][CH2:27][CH2:28][CH2:29][CH2:30][CH2:31][CH2:32][CH2:33][CH2:34][CH2:35][CH2:36]O)([F:25])[F:24])([F:22])[F:21])([F:19])[F:18])([F:16])[F:15])([F:13])[F:12])([F:10])[F:9])([F:7])[F:6])([F:4])([F:3])[F:2].[BrH:38].S(=O)(=O)(O)O. (2) Given the product [CH2:1]([O:3][C:4]([N:6]1[CH2:20][CH2:19][C:10]2[C:11]3[C:12]([CH:21]4[CH2:23][CH2:22]4)([OH:18])[CH2:13][CH2:14][C:15]=3[CH:16]=[CH:17][C:9]=2[CH2:8][CH2:7]1)=[O:5])[CH3:2], predict the reactants needed to synthesize it. The reactants are: [CH2:1]([O:3][C:4]([N:6]1[CH2:20][CH2:19][C:10]2[C:11]3[C:12](=[O:18])[CH2:13][CH2:14][C:15]=3[CH:16]=[CH:17][C:9]=2[CH2:8][CH2:7]1)=[O:5])[CH3:2].[CH:21]1([Mg]Br)[CH2:23][CH2:22]1. (3) The reactants are: [CH:1]1[CH2:6][CH:5]=[CH:4][CH2:3][CH:2]=1.[CH3:7][Si:8]([CH3:16])([C:10]1[CH:15]=[CH:14][CH:13]=[CH:12][CH:11]=1)Cl. Given the product [CH:1]1([Si:8]([CH3:16])([CH3:7])[C:10]2[CH:15]=[CH:14][CH:13]=[CH:12][CH:11]=2)[CH:6]=[CH:5][CH2:4][CH:3]=[CH:2]1, predict the reactants needed to synthesize it. (4) The reactants are: [NH2:1][C@@H:2]1[C@@H:6]([OH:7])[CH2:5][N:4]([C:8]2[CH:27]=[CH:26][C:11]([C:12]([NH:14][C:15]3[CH:20]=[CH:19][C:18]([O:21][C:22]([Cl:25])([F:24])[F:23])=[CH:17][CH:16]=3)=[O:13])=[CH:10][C:9]=2Br)[CH2:3]1.[N:29]1[CH:34]=[C:33](B(O)O)[CH:32]=[N:31][CH:30]=1.C([O-])([O-])=O.[Na+].[Na+].COCCOC. Given the product [NH2:1][C@@H:2]1[C@@H:6]([OH:7])[CH2:5][N:4]([C:8]2[CH:27]=[CH:26][C:11]([C:12]([NH:14][C:15]3[CH:20]=[CH:19][C:18]([O:21][C:22]([Cl:25])([F:24])[F:23])=[CH:17][CH:16]=3)=[O:13])=[CH:10][C:9]=2[C:33]2[CH:34]=[N:29][CH:30]=[N:31][CH:32]=2)[CH2:3]1, predict the reactants needed to synthesize it. (5) Given the product [CH3:31][C:19]1[CH:20]=[C:21]([O:23][CH2:24][CH2:25][CH2:26][S:27]([CH3:30])(=[O:28])=[O:29])[CH:22]=[C:17]([CH3:16])[C:18]=1[C:32]1[CH:37]=[CH:36][CH:35]=[C:34]([CH2:38][O:1][C:2]2[CH:15]=[CH:14][C:5]3[C@H:6]([CH2:9][C:10]([O:12][CH3:13])=[O:11])[CH2:7][O:8][C:4]=3[CH:3]=2)[CH:33]=1, predict the reactants needed to synthesize it. The reactants are: [OH:1][C:2]1[CH:15]=[CH:14][C:5]2[C@H:6]([CH2:9][C:10]([O:12][CH3:13])=[O:11])[CH2:7][O:8][C:4]=2[CH:3]=1.[CH3:16][C:17]1[CH:22]=[C:21]([O:23][CH2:24][CH2:25][CH2:26][S:27]([CH3:30])(=[O:29])=[O:28])[CH:20]=[C:19]([CH3:31])[C:18]=1[C:32]1[CH:37]=[CH:36][CH:35]=[C:34]([CH2:38]O)[CH:33]=1.C(P(CCCC)CCCC)CCC.N(C(N1CCCCC1)=O)=NC(N1CCCCC1)=O. (6) Given the product [CH3:15][O:16][C:17]1[C:22]([NH:23][CH2:10][CH2:9][C:6]2[CH:7]=[CH:8][C:3]([C:2]([F:14])([F:13])[F:1])=[CH:4][CH:5]=2)=[CH:21][CH:20]=[CH:19][N:18]=1, predict the reactants needed to synthesize it. The reactants are: [F:1][C:2]([F:14])([F:13])[C:3]1[CH:8]=[CH:7][C:6]([CH2:9][C:10](O)=O)=[CH:5][CH:4]=1.[CH3:15][O:16][C:17]1[C:22]([NH2:23])=[CH:21][CH:20]=[CH:19][N:18]=1.